This data is from hERG potassium channel inhibition data for cardiac toxicity prediction from Karim et al.. The task is: Regression/Classification. Given a drug SMILES string, predict its toxicity properties. Task type varies by dataset: regression for continuous values (e.g., LD50, hERG inhibition percentage) or binary classification for toxic/non-toxic outcomes (e.g., AMES mutagenicity, cardiotoxicity, hepatotoxicity). Dataset: herg_karim. (1) The result is 1 (blocker). The compound is C=C[C@H]1CN2CCC1C[C@@H]2[C@@H](O)c1ccnc2ccc(OC)cc12. (2) The drug is Cc1ncoc1-c1nnc(SCCCN2C[C@H]3C[C@@]3(c3cccc(OC(F)(F)F)c3)C2)n1C. The result is 1 (blocker). (3) The molecule is NC(=O)c1cccc(OC2CC3CCC(C2)N3CC(=O)N2CCCC2)c1. The result is 0 (non-blocker). (4) The compound is COC[C@H](C)Oc1cc(Oc2ccc(C(=O)N(C)C)cc2)cc(C(=O)Nc2cc[nH]n2)c1. The result is 0 (non-blocker). (5) The compound is CN1CC[C@]23c4c5ccc(O)c4O[C@H]2[C@@H](O)C=C[C@H]3[C@H]1C5. The result is 0 (non-blocker). (6) The compound is N#C[C@H](Cc1ccc(-c2ccc3oc(=O)n(CC(F)F)c3c2)cc1)NC(=O)[C@@H]1CNCCCO1. The result is 0 (non-blocker). (7) The drug is Cc1nnc(C(C)C)n1C1CCN([C@H](C)C[C@H](NC(=O)C2CC(F)(F)C2)c2ccccc2)CC1. The result is 0 (non-blocker). (8) The result is 1 (blocker). The compound is COc1ccc2ncc(F)c(CC[C@]34CC[C@](NCc5nc6c(cc5C)OCC(=O)N6)(CC3)CO4)c2n1.